From a dataset of Reaction yield outcomes from USPTO patents with 853,638 reactions. Predict the reaction yield, written as a fraction of the theoretical maximum amount of product (1.0 means a 100% yield; for example, 0.34 means a 34% yield). The reactants are [Si]([O:18][C:19]1[CH:20]=[C:21]([C:25]2[N:33]=[C:32]3[C:28]([NH:29][C:30](=[O:40])[N:31]3[CH:34]3[CH2:39][CH2:38][O:37][CH2:36][CH2:35]3)=[C:27]([C:41]([O:43]C)=O)[N:26]=2)[CH:22]=[CH:23][CH:24]=1)(C(C)(C)C)(C1C=CC=CC=1)C1C=CC=CC=1.[NH2:45]C1C(C(OC)=O)=NC(C2C=CC=C(O[Si](C(C)(C)C)(C3C=CC=CC=3)C3C=CC=CC=3)C=2)=NC=1NC1CCOCC1. The catalyst is ClCCl. The product is [OH:18][C:19]1[CH:20]=[C:21]([C:25]2[N:33]=[C:32]3[C:28]([NH:29][C:30](=[O:40])[N:31]3[CH:34]3[CH2:35][CH2:36][O:37][CH2:38][CH2:39]3)=[C:27]([C:41]([NH2:45])=[O:43])[N:26]=2)[CH:22]=[CH:23][CH:24]=1. The yield is 0.710.